This data is from Forward reaction prediction with 1.9M reactions from USPTO patents (1976-2016). The task is: Predict the product of the given reaction. (1) Given the reactants Cl.[C:2]1(=[O:13])[C:7]2([CH2:12][CH2:11][NH:10][CH2:9][CH2:8]2)[CH2:6][CH2:5][CH2:4][NH:3]1.C(N(CC)CC)C.[F:21][C:22]([F:35])([F:34])[O:23][C:24]1[CH:25]=[C:26]([S:30](Cl)(=[O:32])=[O:31])[CH:27]=[CH:28][CH:29]=1, predict the reaction product. The product is: [F:35][C:22]([F:21])([F:34])[O:23][C:24]1[CH:25]=[C:26]([S:30]([N:10]2[CH2:11][CH2:12][C:7]3([C:2](=[O:13])[NH:3][CH2:4][CH2:5][CH2:6]3)[CH2:8][CH2:9]2)(=[O:32])=[O:31])[CH:27]=[CH:28][CH:29]=1. (2) Given the reactants C(OC([NH:8][CH2:9][CH2:10][O:11][C:12]1[C:17]2[C:18]([CH3:47])=[C:19]([C:21]([NH:23][C:24]3[CH:29]=[CH:28][C:27]([C:30]4[CH:35]=[CH:34][C:33]([S:36]([NH:39][C@@H:40]([CH:44]([CH3:46])[CH3:45])[C:41]([OH:43])=[O:42])(=[O:38])=[O:37])=[CH:32][CH:31]=4)=[CH:26][CH:25]=3)=[O:22])[O:20][C:16]=2[CH:15]=[CH:14][CH:13]=1)=O)(C)(C)C.[C:48]([OH:54])([C:50]([F:53])([F:52])[F:51])=[O:49].C(Cl)Cl, predict the reaction product. The product is: [NH2:8][CH2:9][CH2:10][O:11][C:12]1[C:17]2[C:18]([CH3:47])=[C:19]([C:21]([NH:23][C:24]3[CH:25]=[CH:26][C:27]([C:30]4[CH:35]=[CH:34][C:33]([S:36]([NH:39][C@@H:40]([CH:44]([CH3:45])[CH3:46])[C:41]([OH:43])=[O:42])(=[O:38])=[O:37])=[CH:32][CH:31]=4)=[CH:28][CH:29]=3)=[O:22])[O:20][C:16]=2[CH:15]=[CH:14][CH:13]=1.[C:48]([OH:54])([C:50]([F:53])([F:52])[F:51])=[O:49].